The task is: Binary Classification. Given a T-cell receptor sequence (or CDR3 region) and an epitope sequence, predict whether binding occurs between them.. This data is from TCR-epitope binding with 47,182 pairs between 192 epitopes and 23,139 TCRs. (1) Result: 0 (the TCR does not bind to the epitope). The epitope is LLLGIGILV. The TCR CDR3 sequence is CSARTRTGLPNYGYTF. (2) The epitope is VLQAVGACV. The TCR CDR3 sequence is CASSQDGSGGSFNNEQFF. Result: 0 (the TCR does not bind to the epitope). (3) The epitope is AVFDRKSDAK. The TCR CDR3 sequence is CASSLGQTGSYEQYF. Result: 1 (the TCR binds to the epitope). (4) The epitope is GLCTLVAML. The TCR CDR3 sequence is CASSSTGAGTDTQYF. Result: 1 (the TCR binds to the epitope). (5) Result: 1 (the TCR binds to the epitope). The TCR CDR3 sequence is CTARTGSGLAGGNEQFF. The epitope is IPSINVHHY. (6) The epitope is HTTDPSFLGRY. The TCR CDR3 sequence is CSVEWGQGNTGELFF. Result: 1 (the TCR binds to the epitope). (7) The epitope is TSDLATNNLVVMAY. The TCR CDR3 sequence is CASSYAGNEQFF. Result: 1 (the TCR binds to the epitope). (8) The epitope is TTLPVNVAF. The TCR CDR3 sequence is CSGGGPPGELFF. Result: 0 (the TCR does not bind to the epitope). (9) The epitope is HPVGEADYFEY. The TCR CDR3 sequence is CASSAREGKLFF. Result: 1 (the TCR binds to the epitope). (10) The epitope is LPAADLDDF. The TCR CDR3 sequence is CASSEEWGTYNEQFF. Result: 0 (the TCR does not bind to the epitope).